Dataset: Forward reaction prediction with 1.9M reactions from USPTO patents (1976-2016). Task: Predict the product of the given reaction. (1) The product is: [C:25]([O:24][C:22]([N:29]1[CH2:35][CH2:34][CH2:33][C@H:30]1[CH2:31][NH:10][C:9]1[CH:11]=[CH:12][C:6]([Cl:5])=[CH:7][C:8]=1[O:13][C:14]1[CH:19]=[CH:18][C:17]([O:20][CH3:21])=[CH:16][CH:15]=1)=[O:23])([CH3:28])([CH3:26])[CH3:27]. Given the reactants [BH3-]C#N.[Na+].[Cl:5][C:6]1[CH:12]=[CH:11][C:9]([NH2:10])=[C:8]([O:13][C:14]2[CH:19]=[CH:18][C:17]([O:20][CH3:21])=[CH:16][CH:15]=2)[CH:7]=1.[C:22]([N:29]1[CH2:35][CH2:34][CH2:33][C@H:30]1[CH:31]=O)([O:24][C:25]([CH3:28])([CH3:27])[CH3:26])=[O:23], predict the reaction product. (2) The product is: [C:14]([C:13]1[N:8]([CH2:9][CH2:10][OH:11])[C:5]2=[CH:6][N:7]=[C:2]([Cl:1])[CH:3]=[C:4]2[CH:12]=1)([CH3:17])([CH3:16])[CH3:15]. Given the reactants [Cl:1][C:2]1[N:7]=[CH:6][C:5]([NH:8][CH2:9][CH2:10][OH:11])=[C:4]([C:12]#[C:13][C:14]([CH3:17])([CH3:16])[CH3:15])[CH:3]=1.CC([O-])(C)C.[K+], predict the reaction product. (3) The product is: [Br:1][C:2]1[CH:3]=[C:4]([CH:8]=[C:9]([I:11])[CH:10]=1)[C:5]([O:7][CH3:14])=[O:6]. Given the reactants [Br:1][C:2]1[CH:3]=[C:4]([CH:8]=[C:9]([I:11])[CH:10]=1)[C:5]([OH:7])=[O:6].Cl.Cl[CH2:14]Cl, predict the reaction product. (4) Given the reactants Br[C:2]1[CH:7]=[CH:6][C:5]([N+:8]([O-:10])=[O:9])=[CH:4][C:3]=1[C:11]([F:14])([F:13])[F:12].[CH3:15][C:16]1[NH:17][CH:18]=[CH:19][N:20]=1, predict the reaction product. The product is: [CH3:15][C:16]1[N:17]([C:2]2[CH:7]=[CH:6][C:5]([N+:8]([O-:10])=[O:9])=[CH:4][C:3]=2[C:11]([F:14])([F:13])[F:12])[CH:18]=[CH:19][N:20]=1. (5) Given the reactants [CH2:1]([N+:8]1[CH:13]=[CH:12][CH:11]=[C:10]([C:14]2[CH:19]=[C:18]([N:20]3[CH2:24][CH2:23][C:22]([F:26])([F:25])[CH2:21]3)[N:17]=[C:16]([NH:27][C:28]3[CH:33]=[C:32]([C:34]([F:37])([F:36])[F:35])[CH:31]=[CH:30][N:29]=3)[CH:15]=2)[CH:9]=1)[C:2]1[CH:7]=[CH:6][CH:5]=[CH:4][CH:3]=1.CO.[BH4-].[Na+], predict the reaction product. The product is: [CH2:1]([N:8]1[CH2:13][CH2:12][CH2:11][C:10]([C:14]2[CH:19]=[C:18]([N:20]3[CH2:24][CH2:23][C:22]([F:26])([F:25])[CH2:21]3)[N:17]=[C:16]([NH:27][C:28]3[CH:33]=[C:32]([C:34]([F:37])([F:35])[F:36])[CH:31]=[CH:30][N:29]=3)[CH:15]=2)=[CH:9]1)[C:2]1[CH:7]=[CH:6][CH:5]=[CH:4][CH:3]=1. (6) The product is: [CH3:1][C@H:2]1[CH2:3][CH2:4][C@H:5]([C:8]([N:10]([CH2:26][C:27]([N:29]2[CH2:30][CH2:31][O:32][CH2:33][CH2:34]2)=[O:28])[C:11]2[CH:15]=[C:14]([C:16]#[C:17][CH2:18][CH:19]([CH3:20])[CH3:21])[S:13][C:12]=2[C:22]([OH:24])=[O:23])=[O:9])[CH2:6][CH2:7]1. Given the reactants [CH3:1][C@H:2]1[CH2:7][CH2:6][C@H:5]([C:8]([N:10]([CH2:26][C:27]([N:29]2[CH2:34][CH2:33][O:32][CH2:31][CH2:30]2)=[O:28])[C:11]2[CH:15]=[C:14]([C:16]#[C:17][CH2:18][CH:19]([CH3:21])[CH3:20])[S:13][C:12]=2[C:22]([O:24]C)=[O:23])=[O:9])[CH2:4][CH2:3]1.O[Li].O.Cl, predict the reaction product. (7) Given the reactants O.O.Cl[Sn]Cl.C(OC([N:13]1[CH2:17][CH2:16][CH:15]([C:18]2[CH:23]=[CH:22][C:21]([S:24]([C:27]3[CH:32]=[CH:31][C:30]([N+:33]([O-])=O)=[CH:29][CH:28]=3)(=[O:26])=[O:25])=[CH:20][C:19]=2[CH3:36])[CH2:14]1)=O)(C)(C)C.C([O-])(O)=O.[Na+], predict the reaction product. The product is: [CH3:36][C:19]1[CH:20]=[C:21]([S:24]([C:27]2[CH:28]=[CH:29][C:30]([NH2:33])=[CH:31][CH:32]=2)(=[O:26])=[O:25])[CH:22]=[CH:23][C:18]=1[CH:15]1[CH2:16][CH2:17][NH:13][CH2:14]1.